Dataset: Catalyst prediction with 721,799 reactions and 888 catalyst types from USPTO. Task: Predict which catalyst facilitates the given reaction. (1) Reactant: [I:1][C:2]1[CH:3]=[C:4]([CH:8]=[CH:9][CH:10]=1)[C:5]([OH:7])=[O:6].C(N1C=CN=C1)(N1C=CN=C1)=O.[C:23](O)([CH3:26])([CH3:25])[CH3:24].N12CCCN=C1CCCCC2. Product: [C:23]([O:6][C:5](=[O:7])[C:4]1[CH:8]=[CH:9][CH:10]=[C:2]([I:1])[CH:3]=1)([CH3:26])([CH3:25])[CH3:24]. The catalyst class is: 35. (2) Reactant: [CH2:1]([N:8]1[C:16]2[C:15](=[O:17])[N:14]([CH2:18][CH2:19][CH2:20][O:21][CH:22]3[CH2:27][CH2:26][CH2:25][CH2:24][O:23]3)[C:13](=[O:28])[N:12]([CH2:29][O:30][CH2:31][CH2:32][Si:33]([CH3:36])([CH3:35])[CH3:34])[C:11]=2[N:10]=[C:9]1Cl)[C:2]1[CH:7]=[CH:6][CH:5]=[CH:4][CH:3]=1.[F:38][C:39]([F:49])([F:48])[O:40][C:41]1[CH:42]=[C:43]([OH:47])[CH:44]=[CH:45][CH:46]=1.C(=O)([O-])[O-].[K+].[K+]. Product: [CH2:1]([N:8]1[C:16]2[C:15](=[O:17])[N:14]([CH2:18][CH2:19][CH2:20][O:21][CH:22]3[CH2:27][CH2:26][CH2:25][CH2:24][O:23]3)[C:13](=[O:28])[N:12]([CH2:29][O:30][CH2:31][CH2:32][Si:33]([CH3:36])([CH3:35])[CH3:34])[C:11]=2[N:10]=[C:9]1[O:47][C:43]1[CH:44]=[CH:45][CH:46]=[C:41]([O:40][C:39]([F:38])([F:48])[F:49])[CH:42]=1)[C:2]1[CH:7]=[CH:6][CH:5]=[CH:4][CH:3]=1. The catalyst class is: 248. (3) Reactant: [Cl:1][C:2]1[CH:7]=[CH:6][C:5]([CH2:8][C@@H:9]([NH:25][C:26](OC(C)(C)C)=[O:27])[C:10](=[O:24])[N:11]2[CH2:16][CH2:15][N:14]([CH2:17][C:18]3[CH:23]=[CH:22][CH:21]=[CH:20][N:19]=3)[CH2:13][CH2:12]2)=[CH:4][CH:3]=1.Cl.CCN(C(C)C)C(C)C.[N:43]1([C:56]([O:58][C:59]([CH3:62])([CH3:61])[CH3:60])=[O:57])[CH2:52][C:51]2[C:46](=[CH:47][CH:48]=[CH:49][CH:50]=2)[CH2:45][C@H:44]1C(O)=O.CCN=C=NCCCN(C)C.CI.C1C=NC2N(O)N=NC=2C=1. Product: [Cl:1][C:2]1[CH:3]=[CH:4][C:5]([CH2:8][C@@H:9]([NH:25][C:26]([C@@H:44]2[CH2:45][C:46]3[C:51](=[CH:50][CH:49]=[CH:48][CH:47]=3)[CH2:52][N:43]2[C:56]([O:58][C:59]([CH3:62])([CH3:61])[CH3:60])=[O:57])=[O:27])[C:10](=[O:24])[N:11]2[CH2:12][CH2:13][N:14]([CH2:17][C:18]3[CH:23]=[CH:22][CH:21]=[CH:20][N:19]=3)[CH2:15][CH2:16]2)=[CH:6][CH:7]=1. The catalyst class is: 25.